This data is from Forward reaction prediction with 1.9M reactions from USPTO patents (1976-2016). The task is: Predict the product of the given reaction. (1) Given the reactants [Cl:1][CH:2]([Cl:21])[C:3]([N:5]1[C@H:9]([CH2:10][F:11])[C@@H:8]([C:12]2[CH:17]=[CH:16][C:15](I)=[CH:14][CH:13]=2)[O:7][C:6]1([CH3:20])[CH3:19])=[O:4].C(N(CC)CC)C.CC1(C)C2[C:51](=C(P(C3C=CC=CC=3)C3C=CC=CC=3)C=CC=2)[O:50][C:32]2C(P(C3C=CC=CC=3)C3C=CC=CC=3)=CC=CC1=2.[C]=[O:72], predict the reaction product. The product is: [Cl:1][CH:2]([Cl:21])[C:3]([N:5]1[C@H:9]([CH2:10][F:11])[C@@H:8]([C:12]2[CH:17]=[CH:16][C:15]([C:32]([O:50][CH3:51])=[O:72])=[CH:14][CH:13]=2)[O:7][C:6]1([CH3:20])[CH3:19])=[O:4]. (2) Given the reactants [CH3:1][C:2]1[CH:7]=[CH:6][CH:5]=[CH:4][C:3]=1[SH:8].C(=O)([O-])[O-:10].[K+].[K+].I[CH:16]([CH3:18])[CH3:17].[OH2:19], predict the reaction product. The product is: [CH3:1][C:2]1[CH:7]=[CH:6][CH:5]=[CH:4][C:3]=1[S:8]([CH:16]([CH3:18])[CH3:17])(=[O:10])=[O:19]. (3) Given the reactants [CH:1]([C:3]1[C:7]2[NH:8][C:9]([C:11]([OH:13])=[O:12])=[CH:10][C:6]=2[O:5][CH:4]=1)=O.Cl.[NH2:15]O, predict the reaction product. The product is: [C:1]([C:3]1[C:7]2[NH:8][C:9]([C:11]([OH:13])=[O:12])=[CH:10][C:6]=2[O:5][CH:4]=1)#[N:15]. (4) Given the reactants [O:1]1CCO[CH:2]1[C:6]1[CH:11]=[CH:10][CH:9]=[CH:8][C:7]=1[C:12]1[S:16][C:15]2[CH:17]=[C:18]([O:21][CH3:22])[CH:19]=[CH:20][C:14]=2[C:13]=1[C:23]([C:25]1[CH:30]=[CH:29][C:28]([O:31][CH2:32][CH2:33][N:34]2[CH2:39][CH2:38][CH2:37][CH2:36][CH2:35]2)=[CH:27][CH:26]=1)=[O:24].Cl.O, predict the reaction product. The product is: [CH3:22][O:21][C:18]1[CH:19]=[CH:20][C:14]2[C:13]([C:23](=[O:24])[C:25]3[CH:26]=[CH:27][C:28]([O:31][CH2:32][CH2:33][N:34]4[CH2:39][CH2:38][CH2:37][CH2:36][CH2:35]4)=[CH:29][CH:30]=3)=[C:12]([C:7]3[CH:8]=[CH:9][CH:10]=[CH:11][C:6]=3[CH:2]=[O:1])[S:16][C:15]=2[CH:17]=1. (5) Given the reactants [Si:1]([O:8][C@H:9]([C:23]1[CH:32]=[CH:31][C:30]([OH:33])=[C:29]2[C:24]=1[CH:25]=[CH:26][C:27](=[O:34])[NH:28]2)[CH2:10][NH:11][CH:12]1[CH2:17][CH2:16][N:15]([CH2:18][CH2:19][C:20]([OH:22])=O)[CH2:14][CH2:13]1)([C:4]([CH3:7])([CH3:6])[CH3:5])([CH3:3])[CH3:2].[CH2:35]([NH2:42])[C:36]1[CH:41]=[CH:40][CH:39]=[CH:38][CH:37]=1.C(N(CC)CC)C.CN(C(ON1N=NC2C=CC=NC1=2)=[N+](C)C)C.F[P-](F)(F)(F)(F)F, predict the reaction product. The product is: [CH2:35]([NH:42][C:20](=[O:22])[CH2:19][CH2:18][N:15]1[CH2:14][CH2:13][CH:12]([NH:11][CH2:10][C@H:9]([O:8][Si:1]([C:4]([CH3:6])([CH3:5])[CH3:7])([CH3:3])[CH3:2])[C:23]2[CH:32]=[CH:31][C:30]([OH:33])=[C:29]3[C:24]=2[CH:25]=[CH:26][C:27](=[O:34])[NH:28]3)[CH2:17][CH2:16]1)[C:36]1[CH:41]=[CH:40][CH:39]=[CH:38][CH:37]=1. (6) Given the reactants [C:1]([C:5]1[C:14]2[CH:13]=[C:12]([NH:15][CH2:16][CH3:17])[CH:11]=[CH:10][C:9]=2[C:8]([CH3:19])([CH3:18])[CH2:7][CH:6]=1)([CH3:4])([CH3:3])[CH3:2].F[C:21]1[CH:29]=[CH:28][C:24]([C:25]([OH:27])=[O:26])=[CH:23][N:22]=1.CCOCC, predict the reaction product. The product is: [C:1]([C:5]1[C:14]2[CH:13]=[C:12]([N:15]([CH2:16][CH3:17])[C:21]3[CH:29]=[CH:28][C:24]([C:25]([OH:27])=[O:26])=[CH:23][N:22]=3)[CH:11]=[CH:10][C:9]=2[C:8]([CH3:18])([CH3:19])[CH2:7][CH:6]=1)([CH3:4])([CH3:2])[CH3:3]. (7) Given the reactants [CH3:1][C:2]1([CH3:30])[CH2:7][C:6]([CH3:9])([CH3:8])[CH2:5][C:4](=[C:10]([C:18]2[CH:23]=[CH:22][C:21]([C:24]#[C:25][Si](C)(C)C)=[CH:20][CH:19]=2)[C:11]2[CH:16]=[CH:15][C:14]([OH:17])=[CH:13][CH:12]=2)[CH2:3]1.C([O-])([O-])=O.[K+].[K+].O, predict the reaction product. The product is: [C:24]([C:21]1[CH:22]=[CH:23][C:18]([C:10](=[C:4]2[CH2:3][C:2]([CH3:30])([CH3:1])[CH2:7][C:6]([CH3:9])([CH3:8])[CH2:5]2)[C:11]2[CH:16]=[CH:15][C:14]([OH:17])=[CH:13][CH:12]=2)=[CH:19][CH:20]=1)#[CH:25]. (8) Given the reactants C([Si](C)(C)[O:6][CH2:7][CH2:8][N:9]([C:35]#[N:36])[C:10]1[CH:15]=[CH:14][C:13]([NH:16][C:17]([C:19]2[CH:24]=[CH:23][C:22]([F:25])=[CH:21][C:20]=2[NH:26][C:27]([C:29]2[S:30][C:31]([Cl:34])=[CH:32][CH:33]=2)=[O:28])=[O:18])=[CH:12][CH:11]=1)(C)(C)C.[CH3:39][S:40]([OH:43])(=[O:42])=[O:41], predict the reaction product. The product is: [CH3:39][S:40]([OH:43])(=[O:42])=[O:41].[Cl:34][C:31]1[S:30][C:29]([C:27]([NH:26][C:20]2[CH:21]=[C:22]([F:25])[CH:23]=[CH:24][C:19]=2[C:17]([NH:16][C:13]2[CH:14]=[CH:15][C:10]([N:9]3[CH2:8][CH2:7][O:6][C:35]3=[NH:36])=[CH:11][CH:12]=2)=[O:18])=[O:28])=[CH:33][CH:32]=1. (9) Given the reactants [CH2:1]([O:3][C:4](=[O:22])[C:5]([CH3:21])([O:14][C:15]1[CH:20]=[CH:19][CH:18]=[CH:17][CH:16]=1)[CH2:6][C:7]1[CH:12]=[CH:11][C:10]([OH:13])=[CH:9][CH:8]=1)[CH3:2].[CH3:23][C:24]1[O:28][C:27]([C:29]2[S:30][CH:31]=[CH:32][CH:33]=2)=[N:26][C:25]=1[CH2:34][CH2:35]OS(C1C=CC(C)=CC=1)(=O)=O, predict the reaction product. The product is: [CH2:1]([O:3][C:4](=[O:22])[C:5]([CH3:21])([O:14][C:15]1[CH:20]=[CH:19][CH:18]=[CH:17][CH:16]=1)[CH2:6][C:7]1[CH:12]=[CH:11][C:10]([O:13][CH2:35][CH2:34][C:25]2[N:26]=[C:27]([C:29]3[S:30][CH:31]=[CH:32][CH:33]=3)[O:28][C:24]=2[CH3:23])=[CH:9][CH:8]=1)[CH3:2]. (10) Given the reactants C([O:5][C:6](=[O:40])[C:7]1[CH:12]=[CH:11][C:10]([NH:13][CH2:14][CH3:15])=[C:9]([N:16]=[C:17]2[N:21]([CH2:22][C:23]3[CH:28]=[CH:27][CH:26]=[CH:25][CH:24]=3)[C:20](=[O:29])[C:19](=[C:30]3[N:34]([CH3:35])[C:33]4[CH:36]=[CH:37][CH:38]=[CH:39][C:32]=4[S:31]3)[S:18]2)[CH:8]=1)(C)(C)C.C(O)(C(F)(F)F)=O.C(Cl)Cl, predict the reaction product. The product is: [CH2:22]([N:21]1[C:20](=[O:29])[C:19](=[C:30]2[N:34]([CH3:35])[C:33]3[CH:36]=[CH:37][CH:38]=[CH:39][C:32]=3[S:31]2)[S:18][C:17]1=[N:16][C:9]1[CH:8]=[C:7]([CH:12]=[CH:11][C:10]=1[NH:13][CH2:14][CH3:15])[C:6]([OH:40])=[O:5])[C:23]1[CH:28]=[CH:27][CH:26]=[CH:25][CH:24]=1.